This data is from Forward reaction prediction with 1.9M reactions from USPTO patents (1976-2016). The task is: Predict the product of the given reaction. (1) Given the reactants [CH:1]1([OH:8])[CH2:7][CH2:6][CH2:5][CH2:4][CH:3]=[CH:2]1.C(N(CC)CC)C.[CH3:16][S:17](Cl)(=[O:19])=[O:18], predict the reaction product. The product is: [CH3:16][S:17]([O:8][CH:1]1[CH2:7][CH2:6][CH2:5][CH2:4][CH:3]=[CH:2]1)(=[O:19])=[O:18]. (2) Given the reactants [NH2:1][C:2]1[CH:7]=[CH:6][C:5]([C:8]2[N:9]=[CH:10][N:11]([CH3:23])[C:12]=2[C:13]2[S:22][C:16]3[N:17]=[CH:18][N:19]=[C:20]([NH2:21])[C:15]=3[CH:14]=2)=[CH:4][CH:3]=1.NC1C=C(C2N=CN(C)C=2C2SC3N=CN=C(N)C=3C=2)C=CC=1.[CH2:47]([N:54]=[C:55]=[O:56])[C:48]1[CH:53]=[CH:52][CH:51]=[CH:50][CH:49]=1, predict the reaction product. The product is: [NH2:21][C:20]1[C:15]2[CH:14]=[C:13]([C:12]3[N:11]([CH3:23])[CH:10]=[N:9][C:8]=3[C:5]3[CH:6]=[CH:7][C:2]([NH:1][C:55]([NH:54][CH2:47][C:48]4[CH:53]=[CH:52][CH:51]=[CH:50][CH:49]=4)=[O:56])=[CH:3][CH:4]=3)[S:22][C:16]=2[N:17]=[CH:18][N:19]=1. (3) The product is: [F:9][C:8]([F:11])([F:10])[C:5]1[CH:6]=[CH:7][C:2]([C:18]2[CH:17]=[CH:16][CH:15]=[C:14]([CH2:13][OH:12])[CH:19]=2)=[CH:3][CH:4]=1. Given the reactants Br[C:2]1[CH:7]=[CH:6][C:5]([C:8]([F:11])([F:10])[F:9])=[CH:4][CH:3]=1.[OH:12][CH2:13][C:14]1[CH:15]=[C:16](B(O)O)[CH:17]=[CH:18][CH:19]=1, predict the reaction product.